The task is: Predict the reactants needed to synthesize the given product.. This data is from Full USPTO retrosynthesis dataset with 1.9M reactions from patents (1976-2016). (1) Given the product [CH:3]([O:6][C:7]1[CH:12]=[CH:11][C:10]([O:13][C:18]2[CH:17]=[CH:21][S:20][C:19]=2[CH:22]=[O:23])=[CH:9][CH:8]=1)([CH3:5])[CH3:4], predict the reactants needed to synthesize it. The reactants are: [H-].[Na+].[CH:3]([O:6][C:7]1[CH:12]=[CH:11][C:10]([OH:13])=[CH:9][CH:8]=1)([CH3:5])[CH3:4].[N+]([C:17]1[CH:18]=[C:19]([CH:22]=[O:23])[S:20][CH:21]=1)([O-])=O.O. (2) Given the product [F:21][C:19]([F:20])([F:22])[C:7]1[CH:8]=[N:9][C:10]2[CH2:11][C:2](=[O:1])[NH:3][CH2:4][C:5]=2[CH:6]=1, predict the reactants needed to synthesize it. The reactants are: [O:1]=[C:2]1[CH:11](C(OC(C)(C)C)=O)[C:10]2[N:9]=[CH:8][C:7]([C:19]([F:22])([F:21])[F:20])=[CH:6][C:5]=2[CH2:4][NH:3]1.FC(F)(F)C(O)=O.